Dataset: Catalyst prediction with 721,799 reactions and 888 catalyst types from USPTO. Task: Predict which catalyst facilitates the given reaction. (1) The catalyst class is: 28. Reactant: [I:1][C:2]1[CH:3]=[CH:4][C:5]([C:8]2([C:12]#N)[CH2:11][CH2:10][CH2:9]2)=[N:6][CH:7]=1.[OH2:14].CC(O)=[O:17].S(=O)(=O)(O)O. Product: [I:1][C:2]1[CH:3]=[CH:4][C:5]([C:8]2([C:12]([OH:17])=[O:14])[CH2:11][CH2:10][CH2:9]2)=[N:6][CH:7]=1. (2) Reactant: [CH3:1][O:2][C:3](=[O:16])[NH:4][C:5]1[CH:6]=[C:7]2[C:13](I)=[N:12][N:11]([CH3:15])[C:8]2=[N:9][CH:10]=1.[F:17][C:18]1[CH:19]=[C:20](B(O)O)[CH:21]=[CH:22][C:23]=1[O:24][CH3:25].P([O-])([O-])([O-])=O.[K+].[K+].[K+].C1CCC(P(C2C(C3C=CC=CC=3)=CC=CC=2)C2CCCCC2)CC1. Product: [F:17][C:18]1[CH:19]=[C:20]([C:13]2[C:7]3[C:8](=[N:9][CH:10]=[C:5]([NH:4][C:3](=[O:16])[O:2][CH3:1])[CH:6]=3)[N:11]([CH3:15])[N:12]=2)[CH:21]=[CH:22][C:23]=1[O:24][CH3:25]. The catalyst class is: 706. (3) Reactant: [CH2:1]([O:3][C:4](=[O:36])[CH:5]=[CH:6][C:7]1[CH:8]=[C:9]2[C:13](=[CH:14][CH:15]=1)[N:12]([CH3:16])[CH:11]=[C:10]2[C:17]1[N:25]([S:26]([C:29]2[CH:34]=[CH:33][C:32]([CH3:35])=[CH:31][CH:30]=2)(=[O:28])=[O:27])[C:20]2=[N:21][CH:22]=[CH:23][CH:24]=[C:19]2[CH:18]=1)[CH3:2]. Product: [CH2:1]([O:3][C:4](=[O:36])[CH2:5][CH2:6][C:7]1[CH:8]=[C:9]2[C:13](=[CH:14][CH:15]=1)[N:12]([CH3:16])[CH:11]=[C:10]2[C:17]1[N:25]([S:26]([C:29]2[CH:34]=[CH:33][C:32]([CH3:35])=[CH:31][CH:30]=2)(=[O:27])=[O:28])[C:20]2=[N:21][CH:22]=[CH:23][CH:24]=[C:19]2[CH:18]=1)[CH3:2]. The catalyst class is: 45. (4) Reactant: CO[C:3]([C:5]1[C:6]([OH:36])=[C:7]2[C:12](=[C:13]([C:15]3[CH:16]=[N:17][CH:18]=[CH:19][CH:20]=3)[N:14]=1)[N:11]([CH2:21][CH2:22][C:23]1[CH:28]=[CH:27][CH:26]=[CH:25][CH:24]=1)[C:10](=[O:29])[C:9]([C:30]1[CH:35]=[CH:34][CH:33]=[CH:32][CH:31]=1)=[CH:8]2)=[O:4].[NH2:37][CH2:38][CH2:39][C:40]([OH:42])=[O:41].C[O-].[Na+]. Product: [OH:36][C:6]1[C:5]([C:3]([NH:37][CH2:38][CH2:39][C:40]([OH:42])=[O:41])=[O:4])=[N:14][C:13]([C:15]2[CH:16]=[N:17][CH:18]=[CH:19][CH:20]=2)=[C:12]2[C:7]=1[CH:8]=[C:9]([C:30]1[CH:35]=[CH:34][CH:33]=[CH:32][CH:31]=1)[C:10](=[O:29])[N:11]2[CH2:21][CH2:22][C:23]1[CH:28]=[CH:27][CH:26]=[CH:25][CH:24]=1. The catalyst class is: 250.